Dataset: Forward reaction prediction with 1.9M reactions from USPTO patents (1976-2016). Task: Predict the product of the given reaction. (1) Given the reactants [C:1]([NH:4][C:5]1[CH:9]=[CH:8][NH:7][C:6]=1[C:10]([O:12][CH2:13][CH3:14])=[O:11])(=[O:3])[CH3:2].Br[C:16]1[CH:21]=[CH:20][C:19]([C:22](=[O:24])[CH3:23])=[CH:18][CH:17]=1.P([O-])([O-])([O-])=O.[K+].[K+].[K+].CNCCNC, predict the reaction product. The product is: [C:1]([NH:4][C:5]1[CH:9]=[CH:8][N:7]([C:16]2[CH:21]=[CH:20][C:19]([C:22](=[O:24])[CH3:23])=[CH:18][CH:17]=2)[C:6]=1[C:10]([O:12][CH2:13][CH3:14])=[O:11])(=[O:3])[CH3:2]. (2) Given the reactants [CH3:1][C:2]1[CH:15]=[C:14]([N+:16]([O-:18])=[O:17])[CH:13]=[CH:12][C:3]=1[O:4][C:5]1[CH:6]=[C:7]([OH:11])[CH:8]=[CH:9][CH:10]=1.I[CH2:20][C:21]([CH3:24])([CH3:23])[CH3:22].C(=O)([O-])[O-].[K+].[K+], predict the reaction product. The product is: [CH3:20][C:21]([CH3:24])([CH3:23])[CH2:22][O:11][C:7]1[CH:6]=[C:5]([CH:10]=[CH:9][CH:8]=1)[O:4][C:3]1[CH:12]=[CH:13][C:14]([N+:16]([O-:18])=[O:17])=[CH:15][C:2]=1[CH3:1]. (3) The product is: [Br:1][C:2]1[S:10][C:9]2[C:8]([NH:24][C:17]3[CH:16]=[C:15]([O:14][CH3:13])[CH:20]=[C:19]([N:21]([CH3:22])[CH3:23])[CH:18]=3)=[N:7][C:6]([CH3:12])=[N:5][C:4]=2[CH:3]=1. Given the reactants [Br:1][C:2]1[S:10][C:9]2[C:8](Cl)=[N:7][C:6]([CH3:12])=[N:5][C:4]=2[CH:3]=1.[CH3:13][O:14][C:15]1[CH:16]=[C:17]([NH2:24])[CH:18]=[C:19]([N:21]([CH3:23])[CH3:22])[CH:20]=1, predict the reaction product. (4) Given the reactants O[CH2:2][CH2:3][O:4][CH2:5][C:6]([NH:8][C@H:9]1[CH2:13][CH2:12][N:11]([C:14]([O:16][C:17]([CH3:20])([CH3:19])[CH3:18])=[O:15])[CH2:10]1)=[O:7].C(Br)(Br)(Br)[Br:22], predict the reaction product. The product is: [Br:22][CH2:2][CH2:3][O:4][CH2:5][C:6]([NH:8][C@H:9]1[CH2:13][CH2:12][N:11]([C:14]([O:16][C:17]([CH3:20])([CH3:19])[CH3:18])=[O:15])[CH2:10]1)=[O:7]. (5) Given the reactants [NH:1]1[C:10]2[C:5](=[CH:6][CH:7]=[CH:8][CH:9]=2)[CH2:4][CH2:3][CH2:2]1.I[C:12]1[CH:17]=[CH:16][C:15]([CH3:18])=[CH:14][CH:13]=1.C(=O)([O-])[O-].[K+].[K+], predict the reaction product. The product is: [C:15]1([CH3:18])[CH:16]=[CH:17][C:12]([N:1]2[C:10]3[C:5](=[CH:6][CH:7]=[CH:8][CH:9]=3)[CH2:4][CH2:3][CH2:2]2)=[CH:13][CH:14]=1.